From a dataset of Experimentally validated miRNA-target interactions with 360,000+ pairs, plus equal number of negative samples. Binary Classification. Given a miRNA mature sequence and a target amino acid sequence, predict their likelihood of interaction. (1) The miRNA is cfa-miR-421 with sequence AUCAACAGACAUUAAUUGGGCG. The protein sequence of the target gene is MAAAAMAVSEAWPELELAERERRRELLLTGPGLEERVKAAGGRLPPRLFTLPLLHYLEVSGCGSLRAPGPGLAQGLPQLHSLVLRRNALGPGLSPELGPLPALRVLDLSGNALETLPPGEGLGPAEPPGLPQLQSLNLSGNRLRELPADLARCAPRLQSLNLTGNRLDAFPPELFRPGALPLLSELAAADNCLRELSPDIAHLASLKTLDLSNNQLTEIPAELADCPKLKEINFRGNRLRDKRLEKMVGGCQTKSILEYLRAGGRGGRSKGRQEASEKEDRKKRRERKQHRESGEGEEEV.... Result: 0 (no interaction). (2) The miRNA is hsa-miR-106b-5p with sequence UAAAGUGCUGACAGUGCAGAU. The protein sequence of the target gene is MPNPKNSKGGRKNKRANSSGDEQENGAGALAAAGAAGAAAGGALAAAAGCGAAAAGAPGAGGAAGAGGAGTGAANAAAAAGAAAAGDAKNEAPCATPLICSFGRPVDLEKDDYQKVVCNNEHCPCSTWMHLQCFYEWESSILVQFNCIGRARSWNEKQCRQNMWTKKGYDLAFRFCSCRCGQGHLKKDTDWYQVKRMQDEKKKKSGSEKNTGRPPGEAAEEAKKCRPPNKPQKGPSHDLPRRHSMDRQNSQEKAVGAAAYGARSPGGSPGQSPPTGYSILSPAHFSGPRSSRYLGEFLKN.... Result: 1 (interaction).